Regression. Given two drug SMILES strings and cell line genomic features, predict the synergy score measuring deviation from expected non-interaction effect. From a dataset of NCI-60 drug combinations with 297,098 pairs across 59 cell lines. Drug 1: CC1=C2C(C(=O)C3(C(CC4C(C3C(C(C2(C)C)(CC1OC(=O)C(C(C5=CC=CC=C5)NC(=O)OC(C)(C)C)O)O)OC(=O)C6=CC=CC=C6)(CO4)OC(=O)C)OC)C)OC. Drug 2: C1=C(C(=O)NC(=O)N1)F. Cell line: TK-10. Synergy scores: CSS=60.1, Synergy_ZIP=-1.89, Synergy_Bliss=-1.44, Synergy_Loewe=6.46, Synergy_HSA=10.4.